Dataset: Peptide-MHC class II binding affinity with 134,281 pairs from IEDB. Task: Regression. Given a peptide amino acid sequence and an MHC pseudo amino acid sequence, predict their binding affinity value. This is MHC class II binding data. (1) The peptide sequence is GIHTVFGSAFQGLFG. The MHC is DRB5_0101 with pseudo-sequence DRB5_0101. The binding affinity (normalized) is 0.153. (2) The binding affinity (normalized) is 0.202. The peptide sequence is EYKSDYVYEPFPKEV. The MHC is HLA-DPA10201-DPB11401 with pseudo-sequence HLA-DPA10201-DPB11401. (3) The peptide sequence is ASMVNGVIKILTYPW. The MHC is HLA-DQA10501-DQB10303 with pseudo-sequence HLA-DQA10501-DQB10303. The binding affinity (normalized) is 0.455. (4) The peptide sequence is QLKEYVWKTLKSGKV. The MHC is DRB1_0701 with pseudo-sequence DRB1_0701. The binding affinity (normalized) is 0.606. (5) The peptide sequence is EKKYFAATAFEPLAA. The MHC is HLA-DQA10501-DQB10201 with pseudo-sequence HLA-DQA10501-DQB10201. The binding affinity (normalized) is 0.636. (6) The peptide sequence is DVNASFRAAMATTAN. The MHC is HLA-DPA10301-DPB10402 with pseudo-sequence HLA-DPA10301-DPB10402. The binding affinity (normalized) is 0.174.